This data is from Reaction yield outcomes from USPTO patents with 853,638 reactions. The task is: Predict the reaction yield, written as a fraction of the theoretical maximum amount of product (1.0 means a 100% yield; for example, 0.34 means a 34% yield). (1) The reactants are Br[C:2]1[NH:3][C:4]2[C:9]([C:10]=1[CH:11]=[O:12])=[CH:8][C:7]([O:13][CH3:14])=[CH:6][CH:5]=2.[CH3:15][N:16]1[CH:20]=[C:19](B2OC(C)(C)C(C)(C)O2)[C:18]([CH3:30])=[N:17]1.C1(P(C2C=CC=CC=2)C2C=CC=CC=2)C=CC=CC=1.P([O-])([O-])([O-])=O.[K+].[K+].[K+]. The catalyst is COCCOC.O.C(O[Pd]OC(=O)C)(=O)C. The product is [CH3:15][N:16]1[CH:20]=[C:19]([C:2]2[NH:3][C:4]3[C:9]([C:10]=2[CH:11]=[O:12])=[CH:8][C:7]([O:13][CH3:14])=[CH:6][CH:5]=3)[C:18]([CH3:30])=[N:17]1. The yield is 0.340. (2) The reactants are [Cl:1][CH2:2][CH2:3][CH2:4][O:5][C:6]1[CH:11]=[CH:10][C:9]([C:12]2[S:13][C:14]([CH2:18]O)=[C:15]([CH3:17])[N:16]=2)=[CH:8][CH:7]=1.[NH:20]1[CH2:24][CH2:23][CH2:22][C:21]1=[O:25].C1(C)C=CC(S(O)(=O)=O)=CC=1. The catalyst is C1(C)C=CC=CC=1. The product is [Cl:1][CH2:2][CH2:3][CH2:4][O:5][C:6]1[CH:7]=[CH:8][C:9]([C:12]2[S:13][C:14]([CH2:18][N:20]3[CH2:24][CH2:23][CH2:22][C:21]3=[O:25])=[C:15]([CH3:17])[N:16]=2)=[CH:10][CH:11]=1. The yield is 1.00. (3) The reactants are [CH3:1][O:2][C:3]([C:5]1([C:8]2[CH:13]=[CH:12][C:11]([O:14]C)=[C:10]([N+:16]([O-:18])=[O:17])[CH:9]=2)[CH2:7][CH2:6]1)=[O:4].B(Br)(Br)Br.O. The catalyst is C(Cl)Cl. The product is [CH3:1][O:2][C:3]([C:5]1([C:8]2[CH:13]=[CH:12][C:11]([OH:14])=[C:10]([N+:16]([O-:18])=[O:17])[CH:9]=2)[CH2:6][CH2:7]1)=[O:4]. The yield is 0.780. (4) The reactants are C(OC([N:11]1[CH2:16][CH2:15][CH2:14][CH:13]([CH2:17][N:18]2[CH:23]=[CH:22][CH:21]=[CH:20][C:19]2=[O:24])[CH2:12]1)=O)C1C=CC=CC=1. The catalyst is CCO.[Pd]. The product is [NH:11]1[CH2:16][CH2:15][CH2:14][CH:13]([CH2:17][N:18]2[CH:23]=[CH:22][CH:21]=[CH:20][C:19]2=[O:24])[CH2:12]1. The yield is 0.850.